From a dataset of Full USPTO retrosynthesis dataset with 1.9M reactions from patents (1976-2016). Predict the reactants needed to synthesize the given product. (1) Given the product [C:30]([C:33]1[CH:38]=[C:37]([CH:36]=[CH:35][CH:34]=1)[O:29][CH:8]([C:5]1[CH:4]=[CH:3][C:2]([Br:1])=[CH:7][CH:6]=1)[CH2:9][CH2:10][N:11]1[CH2:16][CH2:15][CH:14]([C:17]2[CH:18]=[C:19]([NH:23][C:24](=[O:28])[CH:25]([CH3:26])[CH3:27])[CH:20]=[CH:21][CH:22]=2)[CH2:13][CH2:12]1)(=[O:32])[CH3:31], predict the reactants needed to synthesize it. The reactants are: [Br:1][C:2]1[CH:7]=[CH:6][C:5]([CH:8]([OH:29])[CH2:9][CH2:10][N:11]2[CH2:16][CH2:15][CH:14]([C:17]3[CH:18]=[C:19]([NH:23][C:24](=[O:28])[CH:25]([CH3:27])[CH3:26])[CH:20]=[CH:21][CH:22]=3)[CH2:13][CH2:12]2)=[CH:4][CH:3]=1.[C:30]([C:33]1[CH:34]=[C:35](O)[CH:36]=[CH:37][CH:38]=1)(=[O:32])[CH3:31]. (2) Given the product [C:1]([O:5][C:6]([N:8]1[CH2:20][C@@H:19]([CH3:21])[N:18]2[C@H:10]([CH2:11][C:12]3[C:17]2=[N:16][C:15]([OH:22])=[CH:14][CH:13]=3)[CH2:9]1)=[O:7])([CH3:4])([CH3:2])[CH3:3], predict the reactants needed to synthesize it. The reactants are: [C:1]([O:5][C:6]([N:8]1[CH2:20][C@@H:19]([CH3:21])[N:18]2[C@H:10]([CH2:11][C:12]3[C:17]2=[N:16][C:15]([O:22]CC2C=CC=CC=2)=[CH:14][CH:13]=3)[CH2:9]1)=[O:7])([CH3:4])([CH3:3])[CH3:2].